This data is from Forward reaction prediction with 1.9M reactions from USPTO patents (1976-2016). The task is: Predict the product of the given reaction. Given the reactants [CH2:1]([O:3][C:4]([C:6]1[CH:7]=[N:8][NH:9][C:10]=1[N:11]1[C:15](=[O:16])[NH:14][C:13]([CH:17]([C:31]2[CH:41]=[C:40]([O:42][CH3:43])[C:34]3[O:35][CH2:36][CH2:37][CH2:38][O:39][C:33]=3[C:32]=2[F:44])[NH:18][C:19]2[CH:24]=[CH:23][C:22]([C:25]3[N:29]=C(C)O[N:26]=3)=[CH:21][CH:20]=2)=[N:12]1)=[O:5])[CH3:2].FC1C=C(OC)C(OC)=CC=1C(NC1C=CC(C2N=C(C)ON=2)=CC=1)C1NC(=O)N(C2C=CC=CC=2C(O)=O)N=1.FC(F)(F)C(O)=O, predict the reaction product. The product is: [C:4]([OH:5])(=[O:3])[CH3:6].[CH2:1]([O:3][C:4]([C:6]1[CH:7]=[N:8][NH:9][C:10]=1[N:11]1[C:15](=[O:16])[NH:14][C:13]([CH:17]([NH:18][C:19]2[CH:20]=[CH:21][C:22]([C:25](=[NH:26])[NH2:29])=[CH:23][CH:24]=2)[C:31]2[CH:41]=[C:40]([O:42][CH3:43])[C:34]3[O:35][CH2:36][CH2:37][CH2:38][O:39][C:33]=3[C:32]=2[F:44])=[N:12]1)=[O:5])[CH3:2].